This data is from Reaction yield outcomes from USPTO patents with 853,638 reactions. The task is: Predict the reaction yield, written as a fraction of the theoretical maximum amount of product (1.0 means a 100% yield; for example, 0.34 means a 34% yield). (1) The yield is 0.410. The reactants are Cl.[CH3:2][S:3]([C:6]1[CH:11]=[CH:10][C:9]([C:12]2[CH:17]=[CH:16][C:15]([O:18][CH2:19][CH:20]3[CH2:25][CH2:24][NH:23][CH2:22][CH2:21]3)=[CH:14][CH:13]=2)=[CH:8][CH:7]=1)(=[O:5])=[O:4].FC(F)(F)S(O[CH2:32][C:33]([F:36])([F:35])[F:34])(=O)=O.C([O-])([O-])=O.[K+].[K+].CCOC(C)=O. The product is [CH3:2][S:3]([C:6]1[CH:7]=[CH:8][C:9]([C:12]2[CH:17]=[CH:16][C:15]([O:18][CH2:19][CH:20]3[CH2:25][CH2:24][N:23]([CH2:32][C:33]([F:36])([F:35])[F:34])[CH2:22][CH2:21]3)=[CH:14][CH:13]=2)=[CH:10][CH:11]=1)(=[O:5])=[O:4]. The catalyst is CS(C)=O. (2) The reactants are Br[C:2]1[C:7]([CH3:8])=[CH:6][CH:5]=[CH:4][N:3]=1.C([Li])CCC.[CH2:14]([Sn:18](Cl)([CH2:23][CH2:24][CH2:25][CH3:26])[CH2:19][CH2:20][CH2:21][CH3:22])[CH2:15][CH2:16][CH3:17].O. The catalyst is O1CCCC1.CCCCCC. The product is [CH3:8][C:7]1[C:2]([Sn:18]([CH2:19][CH2:20][CH2:21][CH3:22])([CH2:23][CH2:24][CH2:25][CH3:26])[CH2:14][CH2:15][CH2:16][CH3:17])=[N:3][CH:4]=[CH:5][CH:6]=1. The yield is 0.790. (3) The reactants are [NH2:1][C:2]1[C:3]([F:17])=[C:4]([CH:13]=[CH:14][C:15]=1[Cl:16])[CH2:5][NH:6][C:7](=[O:12])[C:8]([CH3:11])([CH3:10])[CH3:9].[C:18](N1C=CC=CC1=O)(N1C=CC=CC1=O)=[S:19]. No catalyst specified. The product is [Cl:16][C:15]1[CH:14]=[CH:13][C:4]([CH2:5][NH:6][C:7](=[O:12])[C:8]([CH3:11])([CH3:10])[CH3:9])=[C:3]([F:17])[C:2]=1[N:1]=[C:18]=[S:19]. The yield is 0.650. (4) The reactants are [Si]([O:8][CH2:9][CH2:10][CH2:11][N:12]1[C:20](=[O:21])[C:19]2[N:18]([CH2:22][C:23]3[CH:28]=[CH:27][C:26]([Cl:29])=[CH:25][CH:24]=3)[C:17]([CH:30]([OH:32])[CH3:31])=[N:16][C:15]=2[N:14]([CH3:33])[C:13]1=[O:34])(C(C)(C)C)(C)C.Cl. The catalyst is C(O)C.O. The product is [Cl:29][C:26]1[CH:25]=[CH:24][C:23]([CH2:22][N:18]2[C:19]3[C:20](=[O:21])[N:12]([CH2:11][CH2:10][CH2:9][OH:8])[C:13](=[O:34])[N:14]([CH3:33])[C:15]=3[N:16]=[C:17]2[CH:30]([OH:32])[CH3:31])=[CH:28][CH:27]=1. The yield is 0.290. (5) The reactants are [F:1][C:2]([F:38])([F:37])[CH:3]([C:30]1[CH:35]=[CH:34][N+:33]([O-])=[CH:32][CH:31]=1)[O:4][C:5]1[C:14]([N:15]([CH2:22][O:23][CH2:24][CH2:25][Si:26]([CH3:29])([CH3:28])[CH3:27])[S:16]([CH2:19][CH2:20][CH3:21])(=[O:18])=[O:17])=[N:13][C:12]2[C:7](=[CH:8][CH:9]=[CH:10][CH:11]=2)[N:6]=1.C[Si]([C:43]#[N:44])(C)C.CN(C)C(Cl)=O.C(=O)(O)[O-].[Na+]. The catalyst is ClCCl.O. The product is [C:43]([C:34]1[CH:35]=[C:30]([CH:3]([O:4][C:5]2[C:14]([N:15]([CH2:22][O:23][CH2:24][CH2:25][Si:26]([CH3:29])([CH3:28])[CH3:27])[S:16]([CH2:19][CH2:20][CH3:21])(=[O:18])=[O:17])=[N:13][C:12]3[C:7]([N:6]=2)=[CH:8][CH:9]=[CH:10][CH:11]=3)[C:2]([F:38])([F:37])[F:1])[CH:31]=[CH:32][N:33]=1)#[N:44]. The yield is 1.00. (6) The reactants are Cl[C:2]1[N:7]2[N:8]=[C:9](C)[CH:10]=[C:6]2[N:5]=[C:4]([NH:12][C:13](=[O:24])[C:14]2[CH:19]=[CH:18][C:17]([C:20]([OH:23])([CH3:22])[CH3:21])=[CH:16][CH:15]=2)[CH:3]=1.[CH3:25][CH:26]([CH3:35])[CH:27]([CH:29]1[CH2:34][CH2:33][NH:32][CH2:31][CH2:30]1)[OH:28]. The catalyst is O1CCOCC1.CS(C)=O.CO. The product is [OH:28][CH:27]([CH:29]1[CH2:30][CH2:31][N:32]([C:2]2[N:7]3[N:8]=[CH:9][CH:10]=[C:6]3[N:5]=[C:4]([NH:12][C:13](=[O:24])[C:14]3[CH:15]=[CH:16][C:17]([C:20]([OH:23])([CH3:21])[CH3:22])=[CH:18][CH:19]=3)[CH:3]=2)[CH2:33][CH2:34]1)[CH:26]([CH3:35])[CH3:25]. The yield is 0.230. (7) The reactants are ClC[CH:3]1[CH2:7][O:6][C:5]2([CH2:12][CH2:11][N:10]([CH2:13][C:14]3[S:18][C:17]([Cl:19])=[N:16][CH:15]=3)[CH2:9][CH2:8]2)[O:4]1.[C:20](=O)([O-])[O-].[K+].[K+].[Cl:26][C:27]1[CH:28]=[CH:29][C:30]([F:34])=[C:31]([CH:33]=1)[NH2:32].[I-].[K+]. The catalyst is CN(C=O)C.O. The product is [Cl:26][C:27]1[CH:28]=[CH:29][C:30]([F:34])=[C:31]([N:32]([CH:3]2[CH2:7][O:6][C:5]3([CH2:8][CH2:9][N:10]([CH2:13][C:14]4[S:18][C:17]([Cl:19])=[N:16][CH:15]=4)[CH2:11][CH2:12]3)[O:4]2)[CH3:20])[CH:33]=1. The yield is 0.850.